Dataset: Forward reaction prediction with 1.9M reactions from USPTO patents (1976-2016). Task: Predict the product of the given reaction. Given the reactants [Br:1][C:2]1[CH:3]=[C:4]([CH:22]=[C:23]([Br:25])[CH:24]=1)[CH2:5][C:6]1([C:18]([O:20][CH3:21])=[O:19])[CH2:10][CH2:9][CH2:8][N:7]1C(OC(C)(C)C)=O.CO.Cl, predict the reaction product. The product is: [Br:25][C:23]1[CH:22]=[C:4]([CH:3]=[C:2]([Br:1])[CH:24]=1)[CH2:5][C:6]1([C:18]([O:20][CH3:21])=[O:19])[CH2:10][CH2:9][CH2:8][NH:7]1.